This data is from Full USPTO retrosynthesis dataset with 1.9M reactions from patents (1976-2016). The task is: Predict the reactants needed to synthesize the given product. (1) Given the product [F:14][C:15]1[C:16]([C:21]([OH:23])=[O:22])=[N:17][CH:18]=[CH:19][CH:20]=1, predict the reactants needed to synthesize it. The reactants are: N12CCN(CC1)CC2.C([Li])CCC.[F:14][C:15]1[CH:16]=[N:17][CH:18]=[CH:19][CH:20]=1.[C:21](=[O:23])=[O:22]. (2) The reactants are: [C:1]1([CH:7]([C:24]2[CH:29]=[CH:28][CH:27]=[CH:26][CH:25]=2)[CH2:8][NH:9][C:10]2[N:18]=[C:17]([C:19]([O:21]CC)=[O:20])[N:16]=[C:15]3[C:11]=2[N:12]=[CH:13][NH:14]3)[CH:6]=[CH:5][CH:4]=[CH:3][CH:2]=1.CN1CCO[CH2:33][CH2:32]1.FC(F)(F)S(O[Si](C)(C)C)(=O)=O.C(O[C@@H:53]1[O:65][C@H:64]([CH2:66][O:67][C:68](=[O:70])[CH3:69])[C@@H:59]([O:60][C:61](=[O:63])[CH3:62])[C@H:54]1[O:55][C:56](=[O:58])[CH3:57])(=O)C.C(=O)(O)[O-].[Na+]. Given the product [CH2:32]([C:17]1[N:16]=[C:15]2[C:11]([N:12]=[CH:13][N:14]2[C@H:53]2[C@H:54]([O:55][C:56](=[O:58])[CH3:57])[C@H:59]([O:60][C:61](=[O:63])[CH3:62])[C@@H:64]([CH2:66][O:67][C:68](=[O:70])[CH3:69])[O:65]2)=[C:10]([NH:9][CH2:8][CH:7]([C:24]2[CH:25]=[CH:26][CH:27]=[CH:28][CH:29]=2)[C:1]2[CH:6]=[CH:5][CH:4]=[CH:3][CH:2]=2)[N:18]=1)[CH3:33].[N:18]1[CH:10]=[C:11]2[C:15]([NH:14][CH:13]=[N:12]2)=[N:16][C:17]=1[C:19]([O-:21])=[O:20], predict the reactants needed to synthesize it.